This data is from Full USPTO retrosynthesis dataset with 1.9M reactions from patents (1976-2016). The task is: Predict the reactants needed to synthesize the given product. (1) The reactants are: [CH2:1]([O:8][CH2:9][C@@H:10]([F:13])[CH2:11][OH:12])[C:2]1[CH:7]=[CH:6][CH:5]=[CH:4][CH:3]=1.[F:14][C:15]([F:28])([F:27])[S:16](O[S:16]([C:15]([F:28])([F:27])[F:14])(=[O:18])=[O:17])(=[O:18])=[O:17].C(OCC)(=O)C. Given the product [CH2:1]([O:8][CH2:9][C@@H:10]([F:13])[CH2:11][O:12][S:16]([C:15]([F:28])([F:27])[F:14])(=[O:18])=[O:17])[C:2]1[CH:7]=[CH:6][CH:5]=[CH:4][CH:3]=1, predict the reactants needed to synthesize it. (2) The reactants are: C([O:8][CH2:9][C@@:10]1([O:24][CH3:25])[CH2:15][CH2:14][N:13]([C:16]([O:18][C:19]([CH3:22])([CH3:21])[CH3:20])=[O:17])[CH2:12][C@H:11]1[F:23])C1C=CC=CC=1.[H][H]. Given the product [F:23][C@H:11]1[C@:10]([CH2:9][OH:8])([O:24][CH3:25])[CH2:15][CH2:14][N:13]([C:16]([O:18][C:19]([CH3:22])([CH3:21])[CH3:20])=[O:17])[CH2:12]1, predict the reactants needed to synthesize it. (3) Given the product [CH2:1]([C:8]1[NH:9][C:10]([CH:13]2[CH2:18][CH2:17][NH:16][CH2:15][CH2:14]2)=[N:11][N:12]=1)[C:2]1[CH:3]=[CH:4][CH:5]=[CH:6][CH:7]=1, predict the reactants needed to synthesize it. The reactants are: [CH2:1]([C:8]1[NH:9][C:10]([CH:13]2[CH2:18][CH2:17][N:16](C(OC(C)(C)C)=O)[CH2:15][CH2:14]2)=[N:11][N:12]=1)[C:2]1[CH:7]=[CH:6][CH:5]=[CH:4][CH:3]=1.C(O)(C(F)(F)F)=O.O1C=NN=C1. (4) Given the product [Br:23][C:8]1[CH:7]=[CH:6][C:4]([NH:5][C:20](=[O:21])[O:19][CH2:15][CH:16]([CH3:18])[CH3:17])=[CH:3][C:2]=1[F:1], predict the reactants needed to synthesize it. The reactants are: [F:1][C:2]1[CH:3]=[C:4]([CH:6]=[CH:7][CH:8]=1)[NH2:5].C([O-])([O-])=O.[K+].[K+].[CH2:15]([O:19][C:20](Cl)=[O:21])[CH:16]([CH3:18])[CH3:17].[Br:23]N1C(C)(C)C(=O)N(Br)C1=O. (5) Given the product [ClH:1].[ClH:1].[N:2]12[CH2:11][CH:6]3[CH2:7][CH:8]([CH2:10][CH:4]([C@H:5]3[NH:12][C:22]([C:20]3[CH:21]=[C:16]4[CH:15]=[CH:14][S:13][C:17]4=[CH:18][N:19]=3)=[O:23])[CH2:3]1)[CH2:9]2, predict the reactants needed to synthesize it. The reactants are: [ClH:1].[N:2]12[CH2:11][CH:6]3[CH2:7][CH:8]([CH2:10][CH:4]([C@H:5]3[NH2:12])[CH2:3]1)[CH2:9]2.[S:13]1[C:17]2=[CH:18][N:19]=[C:20]([C:22](O)=[O:23])[CH:21]=[C:16]2[CH:15]=[CH:14]1.N.Cl. (6) Given the product [CH2:1]([C:3]1[C:11]2[C:6](=[CH:7][CH:8]=[CH:9][C:10]=2[NH:12][C:13]([C:15]2[N:16]3[CH:19]=[CH:20][CH:21]=[CH:22][C:17]3=[N:18][CH:23]=2)=[O:14])[N:5]([CH2:24][C:25]2[N:26]([CH3:32])[C:27](=[O:31])[CH:28]=[CH:29][CH:30]=2)[N:4]=1)[CH3:2], predict the reactants needed to synthesize it. The reactants are: [CH2:1]([C:3]1[C:11]2[C:6](=[CH:7][CH:8]=[CH:9][C:10]=2[NH:12][C:13]([C:15]2[N:16]=[C:17]3[CH:22]=[CH:21][CH:20]=[CH:19][N:18]3[CH:23]=2)=[O:14])[N:5]([CH2:24][C:25]2[CH:30]=[CH:29][CH:28]=[C:27]([OH:31])[N:26]=2)[N:4]=1)[CH3:2].[C:32]([O-])([O-])=O.[K+].[K+].IC. (7) Given the product [NH2:1][C:2]([NH:4][C:5]1[C:6]([C:24]([NH2:26])=[O:25])=[N:7][N:8]([C:10]2[CH:11]=[CH:12][C:13]([C:16]3[CH:21]=[CH:20][C:19]([C:22]4[NH:29][N:28]=[N:27][N:23]=4)=[CH:18][CH:17]=3)=[CH:14][CH:15]=2)[CH:9]=1)=[O:3], predict the reactants needed to synthesize it. The reactants are: [NH2:1][C:2]([NH:4][C:5]1[C:6]([C:24]([NH2:26])=[O:25])=[N:7][N:8]([C:10]2[CH:15]=[CH:14][C:13]([C:16]3[CH:21]=[CH:20][C:19]([C:22]#[N:23])=[CH:18][CH:17]=3)=[CH:12][CH:11]=2)[CH:9]=1)=[O:3].[N-:27]=[N+:28]=[N-:29].[Na+].[NH4+].[Cl-].